This data is from Catalyst prediction with 721,799 reactions and 888 catalyst types from USPTO. The task is: Predict which catalyst facilitates the given reaction. Reactant: [Br:1][C:2]1[CH:7]=[CH:6][C:5]([NH:8][C:9]([NH:11][NH:12][C:13](=O)[CH2:14][C@@H:15]2[CH2:19][CH2:18][N:17]([C:20](=[O:23])[CH2:21][CH3:22])[CH2:16]2)=[O:10])=[C:4]([F:25])[CH:3]=1.C(=O)([O-])[O-].[K+].[K+].O. Product: [Br:1][C:2]1[CH:7]=[CH:6][C:5]([N:8]2[C:13]([CH2:14][C@@H:15]3[CH2:19][CH2:18][N:17]([C:20](=[O:23])[CH2:21][CH3:22])[CH2:16]3)=[N:12][NH:11][C:9]2=[O:10])=[C:4]([F:25])[CH:3]=1. The catalyst class is: 259.